Dataset: Peptide-MHC class I binding affinity with 185,985 pairs from IEDB/IMGT. Task: Regression. Given a peptide amino acid sequence and an MHC pseudo amino acid sequence, predict their binding affinity value. This is MHC class I binding data. (1) The peptide sequence is PPIPVGDIY. The MHC is HLA-A30:02 with pseudo-sequence HLA-A30:02. The binding affinity (normalized) is 0. (2) The peptide sequence is ALYSYASAK. The MHC is HLA-A02:03 with pseudo-sequence HLA-A02:03. The binding affinity (normalized) is 0.483. (3) The binding affinity (normalized) is 0.0990. The peptide sequence is FELVNAATI. The MHC is H-2-Kb with pseudo-sequence H-2-Kb. (4) The peptide sequence is HPAHTTVAA. The MHC is HLA-B35:01 with pseudo-sequence HLA-B35:01. The binding affinity (normalized) is 0.742. (5) The peptide sequence is ELKRQLADL. The MHC is HLA-A02:11 with pseudo-sequence HLA-A02:11. The binding affinity (normalized) is 0.0847. (6) The binding affinity (normalized) is 0. The peptide sequence is VKELVFKF. The MHC is Mamu-B17 with pseudo-sequence Mamu-B17. (7) The peptide sequence is PSKKHWLGK. The MHC is HLA-B08:03 with pseudo-sequence HLA-B08:03. The binding affinity (normalized) is 0.0847.